The task is: Predict which catalyst facilitates the given reaction.. This data is from Catalyst prediction with 721,799 reactions and 888 catalyst types from USPTO. Reactant: [CH:1]1[C:6]([C@H:7]2[C@H:12]([CH2:13][O:14][C:15]3[CH:16]=[CH:17][C:18]4[O:23][CH2:22][O:21][C:19]=4[CH:20]=3)[CH2:11][NH:10][CH2:9][CH2:8]2)=[CH:5][CH:4]=[C:3]([F:24])[CH:2]=1.Cl.CC(O)C.[OH-].[Na+]. Product: [CH:5]1[C:6]([C@H:7]2[C@H:12]([CH2:13][O:14][C:15]3[CH:16]=[CH:17][C:18]4[O:23][CH2:22][O:21][C:19]=4[CH:20]=3)[CH2:11][NH:10][CH2:9][CH2:8]2)=[CH:1][CH:2]=[C:3]([F:24])[CH:4]=1. The catalyst class is: 93.